From a dataset of Peptide-MHC class I binding affinity with 185,985 pairs from IEDB/IMGT. Regression. Given a peptide amino acid sequence and an MHC pseudo amino acid sequence, predict their binding affinity value. This is MHC class I binding data. (1) The peptide sequence is RSLQTIASK. The MHC is HLA-A11:01 with pseudo-sequence HLA-A11:01. The binding affinity (normalized) is 0.816. (2) The peptide sequence is ATVAYFNMVY. The MHC is HLA-A24:02 with pseudo-sequence HLA-A24:02. The binding affinity (normalized) is 0.124. (3) The peptide sequence is WFLYVSQQI. The MHC is HLA-B39:01 with pseudo-sequence HLA-B39:01. The binding affinity (normalized) is 0.0847.